From a dataset of Reaction yield outcomes from USPTO patents with 853,638 reactions. Predict the reaction yield, written as a fraction of the theoretical maximum amount of product (1.0 means a 100% yield; for example, 0.34 means a 34% yield). (1) The reactants are [CH2:1](N(CC)CC)[CH3:2].[F:8][C:9]1[CH:14]=[CH:13][C:12]([SH:15])=[CH:11][CH:10]=1.ICC. The catalyst is O1CCCC1. The product is [CH2:1]([S:15][C:12]1[CH:13]=[CH:14][C:9]([F:8])=[CH:10][CH:11]=1)[CH3:2]. The yield is 0.760. (2) The reactants are C1COCC1.[Cl:6][C:7]1[CH:8]=[C:9]([C:16]([O:18]CC)=[O:17])[C:10]2[N:11]([CH:13]=[N:14][N:15]=2)[N:12]=1.[OH-].[Na+].Cl. The catalyst is C(O)C. The product is [Cl:6][C:7]1[CH:8]=[C:9]([C:16]([OH:18])=[O:17])[C:10]2[N:11]([CH:13]=[N:14][N:15]=2)[N:12]=1. The yield is 0.960. (3) The reactants are [C:1]([CH:5]1[CH2:13][C:12]2[C:7](=[CH:8][CH:9]=[CH:10][CH:11]=2)[NH:6]1)([CH3:4])([CH3:3])[CH3:2].[N+:14]([O-])([O-:16])=[O:15].[K+].C([O-])([O-])=O.[Na+].[Na+]. The catalyst is OS(O)(=O)=O. The product is [C:1]([CH:5]1[CH2:13][C:12]2[C:7](=[CH:8][C:9]([N+:14]([O-:16])=[O:15])=[CH:10][CH:11]=2)[NH:6]1)([CH3:4])([CH3:2])[CH3:3]. The yield is 0.310. (4) The reactants are [CH3:1][O:2][C:3]1[CH:8]=[CH:7][C:6]([C:9]2([C:15]([N:17]3[CH2:22][CH2:21][O:20][CH2:19][CH2:18]3)=O)[CH2:14][CH2:13][O:12][CH2:11][CH2:10]2)=[CH:5][CH:4]=1.[H-].[Al+3].[Li+].[H-].[H-].[H-]. No catalyst specified. The product is [CH3:1][O:2][C:3]1[CH:8]=[CH:7][C:6]([C:9]2([CH2:15][N:17]3[CH2:22][CH2:21][O:20][CH2:19][CH2:18]3)[CH2:14][CH2:13][O:12][CH2:11][CH2:10]2)=[CH:5][CH:4]=1. The yield is 0.870. (5) The reactants are [CH3:1][O:2][C:3]1[CH:13]=[CH:12][CH:11]=[C:5]2[C:6]([NH:8][C:9](=O)[C:4]=12)=O.B.CO.Cl. The catalyst is O1CCCC1. The product is [CH3:1][O:2][C:3]1[CH:13]=[CH:12][CH:11]=[C:5]2[C:4]=1[CH2:9][NH:8][CH2:6]2. The yield is 0.590.